This data is from Full USPTO retrosynthesis dataset with 1.9M reactions from patents (1976-2016). The task is: Predict the reactants needed to synthesize the given product. (1) Given the product [Cl:19][C:11]1[C:2]([CH3:1])=[CH:3][C:4]2[O:8][N:7]=[C:6]([OH:9])[C:5]=2[CH:10]=1, predict the reactants needed to synthesize it. The reactants are: [CH3:1][C:2]1[CH:11]=[CH:10][C:5]2[C:6]([OH:9])=[N:7][O:8][C:4]=2[CH:3]=1.C(O)(C(F)(F)F)=O.[Cl:19]N1CCOCC1. (2) Given the product [C:48]([C:52]1[CH:53]=[C:54]([NH:62][C:8]([NH:9][C:10]2[C:19]3[C:14](=[CH:15][CH:16]=[CH:17][CH:18]=3)[C:13]([O:20][C:21]3[CH:26]=[CH:25][N:24]=[C:23]([NH:27][C:28]4[CH:33]=[C:32]([O:34][CH2:35][CH2:36][O:37][CH2:38][CH2:39][O:40][CH2:41][CH2:42][O:43][CH3:44])[CH:31]=[C:30]([O:45][CH3:46])[CH:29]=4)[N:22]=3)=[CH:12][CH:11]=2)=[O:47])[C:55]2[O:59][C:58]([CH3:60])=[N:57][C:56]=2[CH:61]=1)([CH3:51])([CH3:49])[CH3:50], predict the reactants needed to synthesize it. The reactants are: C1(O[C:8](=[O:47])[NH:9][C:10]2[C:19]3[C:14](=[CH:15][CH:16]=[CH:17][CH:18]=3)[C:13]([O:20][C:21]3[CH:26]=[CH:25][N:24]=[C:23]([NH:27][C:28]4[CH:33]=[C:32]([O:34][CH2:35][CH2:36][O:37][CH2:38][CH2:39][O:40][CH2:41][CH2:42][O:43][CH3:44])[CH:31]=[C:30]([O:45][CH3:46])[CH:29]=4)[N:22]=3)=[CH:12][CH:11]=2)C=CC=CC=1.[C:48]([C:52]1[CH:53]=[C:54]([NH2:62])[C:55]2[O:59][C:58]([CH3:60])=[N:57][C:56]=2[CH:61]=1)([CH3:51])([CH3:50])[CH3:49]. (3) Given the product [ClH:1].[ClH:1].[ClH:1].[NH2:32][C@H:33]1[CH2:38][CH2:37][C@H:36]([NH:39][C:2]2[N:10]=[C:9]3[C:5]([N:6]=[CH:7][N:8]3[CH:11]3[CH2:12][CH2:13][CH2:14][CH2:15]3)=[C:4]([NH:16][CH2:17][CH2:18][NH:19][CH2:20][C:21]3[CH:29]=[C:28]([O:30][CH3:31])[C:24]4[O:25][CH2:26][O:27][C:23]=4[CH:22]=3)[N:3]=2)[CH2:35][CH2:34]1, predict the reactants needed to synthesize it. The reactants are: [Cl:1][C:2]1[N:10]=[C:9]2[C:5]([N:6]=[CH:7][N:8]2[CH:11]2[CH2:15][CH2:14][CH2:13][CH2:12]2)=[C:4]([NH:16][CH2:17][CH2:18][NH:19][CH2:20][C:21]2[CH:29]=[C:28]([O:30][CH3:31])[C:24]3[O:25][CH2:26][O:27][C:23]=3[CH:22]=2)[N:3]=1.[NH2:32][C@H:33]1[CH2:38][CH2:37][C@H:36]([NH2:39])[CH2:35][CH2:34]1. (4) Given the product [F:45][C:41]1[C:40]([C:2]2[N:3]=[C:4]([N:23]3[CH2:28][CH2:27][O:26][CH2:25][CH2:24]3)[C:5]3[N:11]=[C:10]([CH2:12][N:13]4[CH2:18][CH2:17][CH:16]([CH:19]5[CH2:22][O:21][CH2:20]5)[CH2:15][CH2:14]4)[CH:9]=[CH:8][C:6]=3[N:7]=2)=[C:39]2[C:44](=[CH:43][CH:42]=1)[NH:36][CH:37]=[CH:38]2, predict the reactants needed to synthesize it. The reactants are: Cl[C:2]1[N:3]=[C:4]([N:23]2[CH2:28][CH2:27][O:26][CH2:25][CH2:24]2)[C:5]2[N:11]=[C:10]([CH2:12][N:13]3[CH2:18][CH2:17][CH:16]([CH:19]4[CH2:22][O:21][CH2:20]4)[CH2:15][CH2:14]3)[CH:9]=[CH:8][C:6]=2[N:7]=1.[Si]([N:36]1[C:44]2[C:39](=[C:40](B3OC(C)(C)C(C)(C)O3)[C:41]([F:45])=[CH:42][CH:43]=2)[CH:38]=[CH:37]1)(C(C)(C)C)(C)C. (5) Given the product [CH:23]12[CH2:28][CH:26]([NH:25][CH2:24]1)[CH2:27][N:22]2[C:20]1[N:19]2[CH:36]=[N:37][N:38]=[C:18]2[C:17]([C:39]2[CH:44]=[CH:43][CH:42]=[C:41]([C:45]([F:47])([F:48])[F:46])[CH:40]=2)=[C:16]([C:14]2[CH:13]=[CH:12][N:11]=[C:10]([NH:9][C@H:7]([C:1]3[CH:2]=[CH:3][CH:4]=[CH:5][CH:6]=3)[CH3:8])[CH:15]=2)[N:21]=1, predict the reactants needed to synthesize it. The reactants are: [C:1]1([C@@H:7]([NH:9][C:10]2[CH:15]=[C:14]([C:16]3[N:21]=[C:20]([N:22]4[CH2:27][C@H:26]5[CH2:28][CH:23]4[CH2:24][N:25]5C(OC(C)(C)C)=O)[N:19]4[CH:36]=[N:37][N:38]=[C:18]4[C:17]=3[C:39]3[CH:44]=[CH:43][CH:42]=[C:41]([C:45]([F:48])([F:47])[F:46])[CH:40]=3)[CH:13]=[CH:12][N:11]=2)[CH3:8])[CH:6]=[CH:5][CH:4]=[CH:3][CH:2]=1. (6) The reactants are: [C:1]([C:3]([C:6]1[CH:7]=[C:8]([CH:12]=[CH:13][CH:14]=1)[C:9]([OH:11])=O)([CH3:5])[CH3:4])#[N:2].S(Cl)(Cl)=O.C1(C)C=CC=CC=1.[NH2:26][C:27]1[CH:28]=[C:29]([CH:46]=[CH:47][CH:48]=1)[O:30][C:31]1[CH:45]=[CH:44][C:34]2[N:35]=[C:36]([NH:38][C:39]([CH:41]3[CH2:43][CH2:42]3)=[O:40])[O:37][C:33]=2[CH:32]=1. Given the product [C:1]([C:3]([C:6]1[CH:7]=[C:8]([CH:12]=[CH:13][CH:14]=1)[C:9]([NH:26][C:27]1[CH:48]=[CH:47][CH:46]=[C:29]([O:30][C:31]2[CH:45]=[CH:44][C:34]3[N:35]=[C:36]([NH:38][C:39]([CH:41]4[CH2:42][CH2:43]4)=[O:40])[O:37][C:33]=3[CH:32]=2)[CH:28]=1)=[O:11])([CH3:4])[CH3:5])#[N:2], predict the reactants needed to synthesize it. (7) Given the product [CH:12]1([NH:11][S:8]([C:6]2[CH:7]=[C:2]([NH:1][C:23](=[O:24])[C:22]3[CH:26]=[CH:27][C:28]([F:29])=[C:20]([F:19])[CH:21]=3)[CH:3]=[CH:4][C:5]=2[F:15])(=[O:10])=[O:9])[CH2:13][CH2:14]1, predict the reactants needed to synthesize it. The reactants are: [NH2:1][C:2]1[CH:3]=[CH:4][C:5]([F:15])=[C:6]([S:8]([NH:11][CH:12]2[CH2:14][CH2:13]2)(=[O:10])=[O:9])[CH:7]=1.C(Cl)Cl.[F:19][C:20]1[CH:21]=[C:22]([CH:26]=[CH:27][C:28]=1[F:29])[C:23](Cl)=[O:24].